Dataset: Full USPTO retrosynthesis dataset with 1.9M reactions from patents (1976-2016). Task: Predict the reactants needed to synthesize the given product. (1) Given the product [C:11]([O:5][C:3](=[O:4])[CH2:2][NH:13][CH2:12][C:11]1[CH:14]=[CH:15][C:8]([O:7][CH3:6])=[CH:9][CH:10]=1)([CH3:14])([CH3:12])[CH3:10], predict the reactants needed to synthesize it. The reactants are: Br[CH2:2][C:3]([O-:5])=[O:4].[CH3:6][O:7][C:8]1[CH:15]=[CH:14][C:11]([CH2:12][NH2:13])=[CH:10][CH:9]=1.Cl. (2) Given the product [CH2:34]([S:36][C:37]1[N:46]=[CH:45][C:44]2[C:39](=[CH:40][C:41]([O:33][CH:30]3[CH2:31][CH2:32][N:27]([C:25]([O:24][C:20]([CH3:23])([CH3:21])[CH3:22])=[O:26])[CH2:28][CH2:29]3)=[CH:42][CH:43]=2)[N:38]=1)[CH3:35], predict the reactants needed to synthesize it. The reactants are: C1(P(C2C=CC=CC=2)C2C=CC=CC=2)C=CC=CC=1.[C:20]([O:24][C:25]([N:27]1[CH2:32][CH2:31][CH:30]([OH:33])[CH2:29][CH2:28]1)=[O:26])([CH3:23])([CH3:22])[CH3:21].[CH2:34]([S:36][C:37]1[N:46]=[CH:45][C:44]2[C:39](=[CH:40][C:41](O)=[CH:42][CH:43]=2)[N:38]=1)[CH3:35]. (3) Given the product [F:1][C:2]1[CH:28]=[C:27]([F:29])[CH:26]=[CH:25][C:3]=1[O:4][C:5]1[C:21](=[O:22])[N:20]([CH2:23][CH3:24])[C:8]2[N:9]=[C:10]([NH:13][CH:14]3[CH2:19][CH2:18][O:17][CH2:16][CH:15]3[OH:34])[N:11]=[CH:12][C:7]=2[CH:6]=1, predict the reactants needed to synthesize it. The reactants are: [F:1][C:2]1[CH:28]=[C:27]([F:29])[CH:26]=[CH:25][C:3]=1[O:4][C:5]1[C:21](=[O:22])[N:20]([CH2:23][CH3:24])[C:8]2[N:9]=[C:10]([NH:13][CH:14]3[CH2:19][CH2:18][O:17][CH2:16][CH2:15]3)[N:11]=[CH:12][C:7]=2[CH:6]=1.N[C@@H]1CC[O:34]C[C@H]1O.C(OCC)(=O)C.